Dataset: Experimentally validated miRNA-target interactions with 360,000+ pairs, plus equal number of negative samples. Task: Binary Classification. Given a miRNA mature sequence and a target amino acid sequence, predict their likelihood of interaction. (1) The miRNA is hsa-miR-211-3p with sequence GCAGGGACAGCAAAGGGGUGC. The protein sequence of the target gene is MTLHATRGAALLSWVNSLHVADPVEAVLQLQDCSIFIKIIDRIHGTEEGQQILKQPVSERLDFVCSFLQKNRKHPSSPECLVSAQKVLEGSELELAKMTMLLLYHSTMSSKSPRDWEQFEYKIQAELAVILKFVLDHEDGLNLNEDLENFLQKAPVPSTCSSTFPEELSPPSHQAKREIRFLELQKVASSSSGNNFLSGSPASPMGDILQTPQFQMRRLKKQLADERSNRDELELELAENRKLLTEKDAQIAMMQQRIDRLALLNEKQAASPLEPKELEELRDKNESLTMRLHETLKQCQ.... Result: 1 (interaction). (2) The miRNA is cel-miR-1821-3p with sequence UGAGGUCUUAUAGUUAGGUAGA. The protein sequence of the target gene is MVQQTNNAENTEALLAGESSDSGAGLELGIASSPTPGSTASTGGKADDPSWCKTPSGHIKRPMNAFMVWSQIERRKIMEQSPDMHNAEISKRLGKRWKLLKDSDKIPFIQEAERLRLKHMADYPDYKYRPRKKVKSGNAGAGSAATAKPGEKGDKVAGSSGHAGSSHAGGGAGGSSKPAPKKSCGPKVAGSSVGKPHAKLVPAGGSKAAASFSPEQAALLPLGEPTAVYKVRTPSAATPAASSSPSSALATPAKHPADKKVKRVYLFGSLGASASPVGGLGASADPSDPLGLYEDGGPGC.... Result: 0 (no interaction).